This data is from Reaction yield outcomes from USPTO patents with 853,638 reactions. The task is: Predict the reaction yield, written as a fraction of the theoretical maximum amount of product (1.0 means a 100% yield; for example, 0.34 means a 34% yield). (1) The reactants are [CH2:1]([N:3]([CH2:20][CH3:21])[CH2:4][CH2:5][N:6]1[CH2:12][CH2:11][CH2:10][C:9]2[NH:13][C:14]([CH:17]=O)=[C:15]([CH3:16])[C:8]=2[C:7]1=[O:19])[CH3:2].[CH3:22][O:23][C:24]1[CH:32]=[C:31]2[C:27]([CH2:28][C:29](=[O:33])[NH:30]2)=[CH:26][CH:25]=1. No catalyst specified. The product is [CH2:1]([N:3]([CH2:20][CH3:21])[CH2:4][CH2:5][N:6]1[CH2:12][CH2:11][CH2:10][C:9]2[NH:13][C:14](/[CH:17]=[C:28]3\[C:29](=[O:33])[NH:30][C:31]4[C:27]\3=[CH:26][CH:25]=[C:24]([O:23][CH3:22])[CH:32]=4)=[C:15]([CH3:16])[C:8]=2[C:7]1=[O:19])[CH3:2]. The yield is 0.527. (2) The reactants are [NH:1]1[CH2:7][CH2:6][CH2:5][C:4](=[O:8])[CH2:3][CH2:2]1.[CH:9](=O)[C:10]1[CH:15]=[CH:14][CH:13]=[CH:12][CH:11]=1.[BH-](OC(C)=O)(OC(C)=O)OC(C)=O.[Na+]. The catalyst is C(Cl)Cl. The product is [CH2:9]([N:1]1[CH2:7][CH2:6][CH2:5][C:4](=[O:8])[CH2:3][CH2:2]1)[C:10]1[CH:15]=[CH:14][CH:13]=[CH:12][CH:11]=1. The yield is 0.780. (3) The reactants are Br[C:2]1[CH:3]=[N:4][C:5]2[C:10]([CH:11]=1)=[CH:9][CH:8]=[CH:7][CH:6]=2.C(O)C.[C:15]1(B(O)O)[CH:20]=[CH:19][CH:18]=[CH:17][CH:16]=1.C([O-])([O-])=O.[K+].[K+]. The catalyst is [NH4+].[Cl-].C(Cl)Cl.C1C=CC([P]([Pd]([P](C2C=CC=CC=2)(C2C=CC=CC=2)C2C=CC=CC=2)([P](C2C=CC=CC=2)(C2C=CC=CC=2)C2C=CC=CC=2)[P](C2C=CC=CC=2)(C2C=CC=CC=2)C2C=CC=CC=2)(C2C=CC=CC=2)C2C=CC=CC=2)=CC=1.C1(C)C=CC=CC=1.O. The product is [C:15]1([C:2]2[CH:3]=[N:4][C:5]3[C:10]([CH:11]=2)=[CH:9][CH:8]=[CH:7][CH:6]=3)[CH:20]=[CH:19][CH:18]=[CH:17][CH:16]=1. The yield is 0.730. (4) The reactants are [N:1]1[C:14]2[C:5](=[C:6]3[C:11](=[CH:12][CH:13]=2)[CH2:10][CH2:9][C@@H:8]([CH2:15]OS(C2C=CC(C)=CC=2)(=O)=O)[O:7]3)[CH:4]=[CH:3][CH:2]=1.[F:27][C:28]1[CH:29]=[C:30]2[C:34](=[CH:35][CH:36]=1)[NH:33][CH:32]=[C:31]2[C:37]1[CH2:38][CH2:39][NH:40][CH2:41][CH:42]=1.C(Cl)(Cl)Cl. The catalyst is CS(C)=O. The product is [F:27][C:28]1[CH:29]=[C:30]2[C:34](=[CH:35][CH:36]=1)[NH:33][CH:32]=[C:31]2[C:37]1[CH2:38][CH2:39][N:40]([CH2:15][C@@H:8]2[CH2:9][CH2:10][C:11]3[C:6](=[C:5]4[C:14](=[CH:13][CH:12]=3)[N:1]=[CH:2][CH:3]=[CH:4]4)[O:7]2)[CH2:41][CH:42]=1. The yield is 0.620. (5) The yield is 0.410. No catalyst specified. The product is [C:25]([O:28][CH:29]1[CH2:30][CH2:31][N:32]([C:35]2[CH:40]=[CH:39][C:38]([C:2]3[C:10]4[C:5](=[CH:6][C:7]([C@H:11]5[C@@:13]6([C:21]7[C:16](=[CH:17][CH:18]=[C:19]([O:22][CH3:23])[CH:20]=7)[NH:15][C:14]6=[O:24])[CH2:12]5)=[CH:8][CH:9]=4)[NH:4][N:3]=3)=[CH:37][CH:36]=2)[CH2:33][CH2:34]1)(=[O:27])[CH3:26]. The reactants are I[C:2]1[C:10]2[C:5](=[CH:6][C:7]([C@H:11]3[C@@:13]4([C:21]5[C:16](=[CH:17][CH:18]=[C:19]([O:22][CH3:23])[CH:20]=5)[NH:15][C:14]4=[O:24])[CH2:12]3)=[CH:8][CH:9]=2)[NH:4][N:3]=1.[C:25]([O:28][CH:29]1[CH2:34][CH2:33][N:32]([C:35]2[CH:40]=[CH:39][C:38](B3OC(C)(C)C(C)(C)O3)=[CH:37][CH:36]=2)[CH2:31][CH2:30]1)(=[O:27])[CH3:26].